This data is from Reaction yield outcomes from USPTO patents with 853,638 reactions. The task is: Predict the reaction yield, written as a fraction of the theoretical maximum amount of product (1.0 means a 100% yield; for example, 0.34 means a 34% yield). (1) The reactants are [Cl:1][C:2]1[C:23]([Cl:24])=[CH:22][C:5]2[O:6][C@H:7]([CH2:10]OS(C3C=CC(C)=CC=3)(=O)=O)[CH2:8][O:9][C:4]=2[CH:3]=1.[C:25]1(=[O:35])[NH:29][C:28](=[O:30])[C:27]2=[CH:31][CH:32]=[CH:33][CH:34]=[C:26]12.[K].O. The catalyst is CN(C=O)C. The product is [Cl:1][C:2]1[C:23]([Cl:24])=[CH:22][C:5]2[O:6][C@@H:7]([CH2:10][N:29]3[C:25](=[O:35])[C:26]4[C:27](=[CH:31][CH:32]=[CH:33][CH:34]=4)[C:28]3=[O:30])[CH2:8][O:9][C:4]=2[CH:3]=1. The yield is 0.800. (2) The reactants are [F:1][C:2]1[CH:9]=[CH:8][C:5]([CH:6]=O)=[C:4]([OH:10])[CH:3]=1.[C:11](OC(=O)C)(=[O:13])[CH3:12].C(N(CC)CC)C. The catalyst is [NH4+].[OH-]. The product is [F:1][C:2]1[CH:3]=[C:4]2[C:5]([CH:6]=[CH:12][C:11](=[O:13])[O:10]2)=[CH:8][CH:9]=1. The yield is 0.880. (3) The reactants are [C:1]([O:5][C:6]([N:8]1[CH2:12][CH2:11][C@H:10](OS(C2C=CC(C)=CC=2)(=O)=O)[CH2:9]1)=[O:7])([CH3:4])([CH3:3])[CH3:2].[CH3:24][C@H:25]1[CH2:29][CH2:28][CH2:27][NH:26]1.C([O-])([O-])=O.[K+].[K+].O. The catalyst is C(#N)C. The yield is 0.750. The product is [C:1]([O:5][C:6]([N:8]1[CH2:12][CH2:11][C@@H:10]([N:26]2[CH2:27][CH2:28][CH2:29][C@@H:25]2[CH3:24])[CH2:9]1)=[O:7])([CH3:2])([CH3:3])[CH3:4].